Dataset: Catalyst prediction with 721,799 reactions and 888 catalyst types from USPTO. Task: Predict which catalyst facilitates the given reaction. (1) The catalyst class is: 379. Product: [CH3:24][CH:25]1[CH2:30][N:29]([CH:31]2[CH2:34][O:33][CH2:32]2)[CH:28]([CH3:35])[CH2:27][N:26]1[C:36]1[CH:37]=[CH:38][C:39]([NH:42][C:43]2[C:44](=[O:59])[N:45]([CH3:58])[CH:46]=[C:47]([C:2]3[CH:7]=[CH:6][N:5]=[C:4]([N:8]4[C:20](=[O:21])[C:19]5[S:18][C:17]6[CH2:16][CH2:15][CH2:14][CH2:13][C:12]=6[C:11]=5[CH:10]=[N:9]4)[C:3]=3[CH:22]=[O:23])[CH:48]=2)=[N:40][CH:41]=1. Reactant: Cl[C:2]1[CH:7]=[CH:6][N:5]=[C:4]([N:8]2[C:20](=[O:21])[C:19]3[S:18][C:17]4[CH2:16][CH2:15][CH2:14][CH2:13][C:12]=4[C:11]=3[CH:10]=[N:9]2)[C:3]=1[CH:22]=[O:23].[CH3:24][C@H:25]1[CH2:30][N:29]([CH:31]2[CH2:34][O:33][CH2:32]2)[C@H:28]([CH3:35])[CH2:27][N:26]1[C:36]1[CH:37]=[CH:38][C:39]([NH:42][C:43]2[C:44](=[O:59])[N:45]([CH3:58])[CH:46]=[C:47](B3OC(C)(C)C(C)(C)O3)[CH:48]=2)=[N:40][CH:41]=1.[O-]P([O-])([O-])=O.[K+].[K+].[K+].C([O-])(=O)C.[Na+]. (2) Reactant: [H-].[Na+].[CH2:3]([O:7][C:8]1[CH:13]=[CH:12][C:11]([S:14]([NH:17][CH:18]([CH2:22][C:23]2[C:31]3[C:26](=[CH:27][CH:28]=[C:29]([CH3:32])[CH:30]=3)[NH:25][CH:24]=2)[C:19]([OH:21])=[O:20])(=[O:16])=[O:15])=[CH:10][CH:9]=1)[C:4]#[C:5][CH3:6].[CH3:33][O:34][C:35]1[CH:42]=[CH:41][C:38]([CH2:39]Cl)=[CH:37][CH:36]=1. Product: [CH2:3]([O:7][C:8]1[CH:9]=[CH:10][C:11]([S:14]([NH:17][CH:18]([CH2:22][C:23]2[C:31]3[C:26](=[CH:27][CH:28]=[C:29]([CH3:32])[CH:30]=3)[N:25]([CH2:39][C:38]3[CH:41]=[CH:42][C:35]([O:34][CH3:33])=[CH:36][CH:37]=3)[CH:24]=2)[C:19]([OH:21])=[O:20])(=[O:15])=[O:16])=[CH:12][CH:13]=1)[C:4]#[C:5][CH3:6]. The catalyst class is: 9. (3) Reactant: [Cl:1][C:2]1[CH:11]=[CH:10][CH:9]=[CH:8][C:3]=1[C:4](Cl)=[N:5][OH:6].[CH3:12][O:13][C:14](=[O:18])[CH2:15][C:16]#[N:17].C[O-].[Na+]. Product: [CH3:12][O:13][C:14]([C:15]1[C:4]([C:3]2[CH:8]=[CH:9][CH:10]=[CH:11][C:2]=2[Cl:1])=[N:5][O:6][C:16]=1[NH2:17])=[O:18]. The catalyst class is: 5. (4) Reactant: [CH3:1][C:2]1[N:3]=[C:4]([C:12]2[CH:17]=[CH:16][CH:15]=[C:14]([C:18]([F:21])([F:20])[F:19])[CH:13]=2)[N:5]2[C:10]=1[CH:9]=[N:8][C:7]([NH2:11])=[N:6]2.Br[C:23]1[CH:28]=[CH:27][C:26]([S:29]([NH2:32])(=[O:31])=[O:30])=[CH:25][CH:24]=1.C(P(C(C)(C)C)C1C=CC=CC=1C1C=CC=CC=1)(C)(C)C.CC([O-])(C)C.[Na+]. Product: [CH3:1][C:2]1[N:3]=[C:4]([C:12]2[CH:17]=[CH:16][CH:15]=[C:14]([C:18]([F:21])([F:19])[F:20])[CH:13]=2)[N:5]2[C:10]=1[CH:9]=[N:8][C:7]([NH:11][C:23]1[CH:28]=[CH:27][C:26]([S:29]([NH2:32])(=[O:31])=[O:30])=[CH:25][CH:24]=1)=[N:6]2. The catalyst class is: 62. (5) Reactant: C(=O)([O-])[O-].[K+].[K+].[CH3:7][CH:8]1[C:16]2[C:11](=[CH:12][C:13]([OH:18])=[C:14]([OH:17])[CH:15]=2)[CH2:10][CH2:9]1.Cl[CH2:20][C:21]([CH2:23]Cl)=[CH2:22]. Product: [CH3:7][CH:8]1[C:16]2[CH:15]=[C:14]3[O:17][CH2:22][C:21](=[CH2:20])[CH2:23][O:18][C:13]3=[CH:12][C:11]=2[CH2:10][CH2:9]1. The catalyst class is: 12. (6) Reactant: [CH2:1]([N:8]([C:21]([O:23][C:24]([CH3:27])([CH3:26])[CH3:25])=[O:22])[CH:9]1[CH2:15][CH2:14][CH2:13][C:12]2[CH:16]=[CH:17][C:18]([OH:20])=[CH:19][C:11]=2[CH2:10]1)[C:2]1[CH:7]=[CH:6][CH:5]=[CH:4][CH:3]=1.[Cl:28]NC(=O)CCC(N)=O.C(=O)([O-])O.[Na+]. Product: [CH2:1]([N:8]([C:21]([O:23][C:24]([CH3:27])([CH3:26])[CH3:25])=[O:22])[CH:9]1[CH2:15][CH2:14][CH2:13][C:12]2[CH:16]=[C:17]([Cl:28])[C:18]([OH:20])=[CH:19][C:11]=2[CH2:10]1)[C:2]1[CH:3]=[CH:4][CH:5]=[CH:6][CH:7]=1. The catalyst class is: 12.